Task: Predict the reactants needed to synthesize the given product.. Dataset: Full USPTO retrosynthesis dataset with 1.9M reactions from patents (1976-2016) (1) Given the product [Cl:3][C:4]1[CH:5]=[C:6]([C:10]2[C:19]3[C:14](=[CH:15][CH:16]=[C:17]([C:20]([C:28]4[CH:29]=[CH:30][C:31]([Cl:34])=[CH:32][CH:33]=4)([OH:27])[C:21]4[N:25]([CH3:26])[CH:24]=[N:23][N:22]=4)[CH:18]=3)[N:13]([CH2:37][C:38]3[CH:45]=[CH:44][C:41]([C:42]#[N:43])=[CH:40][CH:39]=3)[C:12](=[O:35])[CH:11]=2)[CH:7]=[CH:8][CH:9]=1, predict the reactants needed to synthesize it. The reactants are: [H-].[Na+].[Cl:3][C:4]1[CH:5]=[C:6]([C:10]2[C:19]3[C:14](=[CH:15][CH:16]=[C:17]([C:20]([C:28]4[CH:33]=[CH:32][C:31]([Cl:34])=[CH:30][CH:29]=4)([OH:27])[C:21]4[N:25]([CH3:26])[CH:24]=[N:23][N:22]=4)[CH:18]=3)[NH:13][C:12](=[O:35])[CH:11]=2)[CH:7]=[CH:8][CH:9]=1.Br[CH2:37][C:38]1[CH:45]=[CH:44][C:41]([C:42]#[N:43])=[CH:40][CH:39]=1. (2) Given the product [CH2:11]([N:5]1[C:6]2[C:28](=[CH:23][CH:24]=[CH:25][CH:2]=2)[CH:29]=[C:30]([CH3:21])[CH2:4]1)[CH2:12][CH2:13][CH2:14][CH2:15][CH2:16][CH3:17].[Br-:10].[Cl:1][C:2]1[NH:3][CH:4]=[NH+:5][C:6]=1[Cl:7], predict the reactants needed to synthesize it. The reactants are: [Cl:1][C:2]1[N:3]=[CH:4][NH:5][C:6]=1[Cl:7].[OH-].[K+].[Br:10][CH2:11][CH2:12][CH2:13][CH2:14][CH2:15][CH2:16][CH3:17].Cl.ClC[C:21]1[CH:30]=[CH:29][C:28]2[C:23](=[CH:24][CH:25]=CC=2)N=1. (3) The reactants are: CS(O[CH2:6][CH2:7][CH2:8][C:9]1[C:17]2[C:12](=[CH:13][CH:14]=[CH:15][CH:16]=2)[N:11]([CH2:18][CH2:19][O:20][Si:21]([C:24]([CH3:27])([CH3:26])[CH3:25])([CH3:23])[CH3:22])[CH:10]=1)(=O)=O.[I-:28].[Na+]. Given the product [Si:21]([O:20][CH2:19][CH2:18][N:11]1[C:12]2[C:17](=[CH:16][CH:15]=[CH:14][CH:13]=2)[C:9]([CH2:8][CH2:7][CH2:6][I:28])=[CH:10]1)([C:24]([CH3:27])([CH3:26])[CH3:25])([CH3:23])[CH3:22], predict the reactants needed to synthesize it. (4) Given the product [NH2:1][C:4]1[CH:29]=[CH:28][C:7]2[NH:8][C:9]([C:11]3[CH:12]=[CH:13][C:14]4[CH:15]=[C:16]5[C:23](=[O:24])[NH:22][CH2:21][C:20]6([CH2:25][CH2:26][CH2:27]6)[N:17]5[C:18]=4[CH:19]=3)=[N:10][C:6]=2[CH:5]=1, predict the reactants needed to synthesize it. The reactants are: [N+:1]([C:4]1[CH:29]=[CH:28][C:7]2[NH:8][C:9]([C:11]3[CH:12]=[CH:13][C:14]4[CH:15]=[C:16]5[C:23](=[O:24])[NH:22][CH2:21][C:20]6([CH2:27][CH2:26][CH2:25]6)[N:17]5[C:18]=4[CH:19]=3)=[N:10][C:6]=2[CH:5]=1)([O-])=O.[Cl-].[NH4+]. (5) Given the product [CH2:1]([O:3][C:4]([C:6]1[C:7]([CH3:29])=[CH:8][NH:9][C:10]=1[CH2:11][CH2:12][C:13](=[O:21])[NH:14][CH2:15][CH2:16][NH:17][C:18](=[O:20])[CH3:19])=[O:5])[CH3:2], predict the reactants needed to synthesize it. The reactants are: [CH2:1]([O:3][C:4]([C:6]1[C:7]([CH3:29])=[C:8](C(OC(C)(C)C)=O)[NH:9][C:10]=1[CH2:11][CH2:12][C:13](=[O:21])[NH:14][CH2:15][CH2:16][NH:17][C:18](=[O:20])[CH3:19])=[O:5])[CH3:2].Cl. (6) The reactants are: [Cl:1][C:2]1[CH:7]=[CH:6][C:5]([C:8]2[C:16]3[C:11](=[N:12][CH:13]=[N:14][C:15]=3[N:17]=[CH:18][N:19]([CH3:21])[CH3:20])[NH:10][N:9]=2)=[CH:4][CH:3]=1.[CH2:22]([N:24]=[C:25]=[O:26])[CH3:23]. Given the product [CH2:22]([NH:24][C:25]([N:10]1[C:11]2=[N:12][CH:13]=[N:14][C:15]([N:17]=[CH:18][N:19]([CH3:21])[CH3:20])=[C:16]2[C:8]([C:5]2[CH:6]=[CH:7][C:2]([Cl:1])=[CH:3][CH:4]=2)=[N:9]1)=[O:26])[CH3:23], predict the reactants needed to synthesize it. (7) Given the product [OH:9][C:4]([C:10]1[CH:15]=[CH:14][CH:13]=[CH:12][CH:11]=1)([CH2:5][C:6]([CH3:8])=[CH2:7])[CH2:3][CH2:2][NH:16][C@H:17]1[CH2:22][CH2:21][CH2:20][N:19]([C:23]([O:25][C:26]([CH3:29])([CH3:28])[CH3:27])=[O:24])[CH2:18]1, predict the reactants needed to synthesize it. The reactants are: Cl[CH2:2][CH2:3][C:4]([C:10]1[CH:15]=[CH:14][CH:13]=[CH:12][CH:11]=1)([OH:9])[CH2:5][C:6]([CH3:8])=[CH2:7].[NH2:16][C@H:17]1[CH2:22][CH2:21][CH2:20][N:19]([C:23]([O:25][C:26]([CH3:29])([CH3:28])[CH3:27])=[O:24])[CH2:18]1.C([O-])([O-])=O.[K+].[K+]. (8) Given the product [N:1]1([C:9]([O:11][C:12]([CH3:15])([CH3:14])[CH3:13])=[O:10])[CH2:8][CH2:7][CH2:6][C@H:2]1[C:3]([NH:38][C@H:39]([C:50]([N:52]1[CH2:77][CH2:76][CH2:75][C@H:53]1[C:54]([NH:56][CH2:33][C:31]([O:37][CH2:78][C:25]1[CH:26]=[CH:27][CH:28]=[CH:29][CH:30]=1)=[O:32])=[O:55])=[O:51])[CH2:40][CH2:41][CH2:42][NH:43][C:44](=[NH:49])[NH:45][N+:46]([O-:48])=[O:47])=[O:5], predict the reactants needed to synthesize it. The reactants are: [N:1]1([C:9]([O:11][C:12]([CH3:15])([CH3:14])[CH3:13])=[O:10])[CH2:8][CH2:7][CH2:6][C@H:2]1[C:3]([OH:5])=O.[CH2:25]1[CH2:30][CH2:29][CH:28](N=C=N[CH:25]2[CH2:30][CH2:29][CH2:28][CH2:27][CH2:26]2)[CH2:27][CH2:26]1.[C:31]([OH:37])([C:33](F)(F)F)=[O:32].[NH2:38][C@H:39]([C:50]([N:52]1[CH2:77][CH2:76][CH2:75][C@H:53]1[C:54]([NH:56]CC(N1CCC[C@H]1C(OCC1C=CC=CC=1)=O)=O)=[O:55])=[O:51])[CH2:40][CH2:41][CH2:42][NH:43][C:44](=[NH:49])[NH:45][N+:46]([O-:48])=[O:47].[CH2:78]1COCC1.